From a dataset of Reaction yield outcomes from USPTO patents with 853,638 reactions. Predict the reaction yield, written as a fraction of the theoretical maximum amount of product (1.0 means a 100% yield; for example, 0.34 means a 34% yield). The reactants are [NH:1]1[C:9]2[C:4](=[CH:5][CH:6]=[C:7]([CH:10]=[O:11])[CH:8]=2)[CH:3]=[N:2]1.[S:12]1[CH:16]=[CH:15][CH:14]=[C:13]1B(O)O.C([O-])([O-])=O.[Na+].[Na+]. The catalyst is COCCOC.O.C1C=CC([P]([Pd]([P](C2C=CC=CC=2)(C2C=CC=CC=2)C2C=CC=CC=2)([P](C2C=CC=CC=2)(C2C=CC=CC=2)C2C=CC=CC=2)[P](C2C=CC=CC=2)(C2C=CC=CC=2)C2C=CC=CC=2)(C2C=CC=CC=2)C2C=CC=CC=2)=CC=1. The product is [S:12]1[CH:16]=[CH:15][CH:14]=[C:13]1[C:3]1[C:4]2[C:9](=[CH:8][C:7]([CH:10]=[O:11])=[CH:6][CH:5]=2)[NH:1][N:2]=1. The yield is 0.700.